From a dataset of Catalyst prediction with 721,799 reactions and 888 catalyst types from USPTO. Predict which catalyst facilitates the given reaction. (1) Reactant: [N:1]1[CH:6]=[CH:5][CH:4]=[C:3]([N:7]2[CH2:11][CH2:10][NH:9][C:8]2=[O:12])[CH:2]=1.Br[C:14]1[CH:23]=[CH:22][C:21]2[C:16](=[CH:17][CH:18]=[C:19]([O:24][CH3:25])[CH:20]=2)[CH:15]=1.N[C@@H]1CCCC[C@H]1N.C(=O)([O-])[O-].[K+].[K+]. Product: [CH3:25][O:24][C:19]1[CH:20]=[C:21]2[C:16](=[CH:17][CH:18]=1)[CH:15]=[C:14]([N:9]1[CH2:10][CH2:11][N:7]([C:3]3[CH:2]=[N:1][CH:6]=[CH:5][CH:4]=3)[C:8]1=[O:12])[CH:23]=[CH:22]2. The catalyst class is: 246. (2) Reactant: [CH3:1][Mg]Cl.[Br:4][C:5]1[CH:6]=[C:7]2[C:17](=[C:18]([F:20])[CH:19]=1)[O:16][C:10]1[CH:11]=[N:12][C:13]([Cl:15])=[CH:14][C:9]=1[C:8]2=[O:21]. Product: [Br:4][C:5]1[CH:6]=[C:7]2[C:17](=[C:18]([F:20])[CH:19]=1)[O:16][C:10]1[CH:11]=[N:12][C:13]([Cl:15])=[CH:14][C:9]=1[C:8]2([CH3:1])[OH:21]. The catalyst class is: 1. (3) Reactant: [CH3:1][C:2]([OH:18])([CH2:7][CH2:8][CH2:9][CH:10]([CH3:17])[CH2:11][CH2:12][CH2:13][CH:14]([CH3:16])[CH3:15])[CH:3]([OH:6])[CH2:4][OH:5]. Product: [CH3:1][C:2]([OH:18])([CH2:7][CH2:8][CH2:9][CH:10]([CH3:17])[CH2:11][CH2:12][CH2:13][CH:14]([CH3:15])[CH3:16])[CH:3]([OH:6])[CH2:4][OH:5].[OH2:5]. The catalyst class is: 6. (4) Reactant: Cl[C:2]1[N:11]=[C:10]([NH:12][CH2:13][C:14]2([C:20]3[CH:25]=[CH:24][CH:23]=[CH:22][CH:21]=3)[CH2:19][CH2:18][CH2:17][CH2:16][CH2:15]2)[C:9]2[C:4](=[CH:5][CH:6]=[CH:7][CH:8]=2)[N:3]=1.[CH2:26]([NH2:28])[CH3:27]. The catalyst class is: 7. Product: [CH2:26]([NH:28][C:2]1[N:11]=[C:10]([NH:12][CH2:13][C:14]2([C:20]3[CH:21]=[CH:22][CH:23]=[CH:24][CH:25]=3)[CH2:19][CH2:18][CH2:17][CH2:16][CH2:15]2)[C:9]2[C:4](=[CH:5][CH:6]=[CH:7][CH:8]=2)[N:3]=1)[CH3:27]. (5) Reactant: Cl.[CH2:2]([O:9][C:10](=[O:26])[C@@H:11]([NH:22][C:23](=[O:25])[CH3:24])[CH2:12][NH:13][C:14]([C@@H:16]1[CH2:21][CH2:20][CH2:19][NH:18][CH2:17]1)=[O:15])[C:3]1[CH:8]=[CH:7][CH:6]=[CH:5][CH:4]=1.[N:27]1[CH:32]=[CH:31][C:30]([CH:33]=[CH:34][C:35](O)=[O:36])=[CH:29][CH:28]=1.ON1C2C=CC=CC=2N=N1.C(N=C=NCCCN(C)C)C. Product: [CH2:2]([O:9][C:10](=[O:26])[C@@H:11]([NH:22][C:23](=[O:25])[CH3:24])[CH2:12][NH:13][C:14]([C@@H:16]1[CH2:21][CH2:20][CH2:19][N:18]([C:35](=[O:36])[CH:34]=[CH:33][C:30]2[CH:31]=[CH:32][N:27]=[CH:28][CH:29]=2)[CH2:17]1)=[O:15])[C:3]1[CH:4]=[CH:5][CH:6]=[CH:7][CH:8]=1. The catalyst class is: 9. (6) The catalyst class is: 99. Reactant: [CH3:1][O:2][C:3]1[CH:18]=[C:17]([N+:19]([O-])=O)[CH:16]=[CH:15][C:4]=1[O:5][CH2:6][C:7]([N:10]1[CH2:14][CH2:13][CH2:12][CH2:11]1)([CH3:9])[CH3:8]. Product: [CH3:1][O:2][C:3]1[CH:18]=[C:17]([CH:16]=[CH:15][C:4]=1[O:5][CH2:6][C:7]([CH3:9])([N:10]1[CH2:14][CH2:13][CH2:12][CH2:11]1)[CH3:8])[NH2:19].